The task is: Predict which catalyst facilitates the given reaction.. This data is from Catalyst prediction with 721,799 reactions and 888 catalyst types from USPTO. (1) Reactant: [CH3:1][N:2]1[C:14]2[C:13](=[O:15])[C:12]3[CH:11]=[C:10]([CH3:16])[CH:9]=[CH:8][C:7]=3[N:6]([CH:17]3[CH2:22][CH2:21][N:20](C(OC(C)(C)C)=O)[CH2:19][CH2:18]3)[C:5]=2[CH:4]=[N:3]1.FC(F)(F)C(O)=O. Product: [CH3:1][N:2]1[C:14]2[C:13](=[O:15])[C:12]3[CH:11]=[C:10]([CH3:16])[CH:9]=[CH:8][C:7]=3[N:6]([CH:17]3[CH2:22][CH2:21][NH:20][CH2:19][CH2:18]3)[C:5]=2[CH:4]=[N:3]1. The catalyst class is: 4. (2) Reactant: [C:1]1([CH3:14])[CH:6]=[CH:5][CH:4]=[CH:3][C:2]=1[NH:7][C:8](=O)[C:9]([CH3:12])([CH3:11])[CH3:10].C([Li])CCC.[Cl-].[NH4+]. Product: [C:9]([C:8]1[NH:7][C:2]2[C:1]([CH:14]=1)=[CH:6][CH:5]=[CH:4][CH:3]=2)([CH3:12])([CH3:11])[CH3:10]. The catalyst class is: 1. (3) Reactant: [CH3:1][O:2][C:3]1[CH:4]=[C:5]2[C:10](=[CH:11][C:12]=1[O:13][CH2:14][CH2:15][CH2:16][S:17]([CH3:20])(=[O:19])=[O:18])[N:9]=[CH:8][N:7](COC(=O)C(C)(C)C)[C:6]2=[O:29].[OH-].[Na+].CC1C=CC(COC(NNC(C2C=NC=CN=2)=O)=O)=CC=1.Cl. Product: [CH3:1][O:2][C:3]1[CH:4]=[C:5]2[C:10](=[CH:11][C:12]=1[O:13][CH2:14][CH2:15][CH2:16][S:17]([CH3:20])(=[O:19])=[O:18])[N:9]=[CH:8][NH:7][C:6]2=[O:29]. The catalyst class is: 24. (4) Reactant: [F:1][C:2]([F:29])([F:28])[C:3]1[C:11]2[CH2:10][CH2:9][CH2:8][CH2:7][C:6]=2[N:5]([CH2:12][C:13]([NH:15][C:16]2[S:20][C:19]3[CH2:21][CH2:22][CH2:23][CH2:24][C:18]=3[C:17]=2[C:25](O)=[O:26])=[O:14])[N:4]=1.N=C=N.[CH2:33]([NH2:35])[CH3:34]. Product: [CH2:33]([NH:35][C:25]([C:17]1[C:18]2[CH2:24][CH2:23][CH2:22][CH2:21][C:19]=2[S:20][C:16]=1[NH:15][C:13](=[O:14])[CH2:12][N:5]1[C:6]2[CH2:7][CH2:8][CH2:9][CH2:10][C:11]=2[C:3]([C:2]([F:28])([F:1])[F:29])=[N:4]1)=[O:26])[CH3:34]. The catalyst class is: 59.